From a dataset of Full USPTO retrosynthesis dataset with 1.9M reactions from patents (1976-2016). Predict the reactants needed to synthesize the given product. (1) Given the product [C:1]([CH:5]1[CH2:10][CH:9]([C:11]([CH3:14])([CH3:13])[CH3:12])[CH2:8][CH2:7][C:6]1=[O:15])([CH3:4])([CH3:3])[CH3:2], predict the reactants needed to synthesize it. The reactants are: [C:1]([C:5]1[CH:10]=[C:9]([C:11]([CH3:14])([CH3:13])[CH3:12])[CH:8]=[CH:7][C:6]=1[OH:15])([CH3:4])([CH3:3])[CH3:2]. (2) The reactants are: Br[C:2]1[N:10]([CH2:11][C:12]2[CH:17]=[CH:16][CH:15]=[CH:14][C:13]=2[Cl:18])[C:9]2[C:8](=[O:19])[N:7]([CH2:20][C:21]3[CH:28]=[CH:27][CH:26]=[CH:25][C:22]=3[C:23]#[N:24])[C:6](=[O:29])[N:5]([CH3:30])[C:4]=2[N:3]=1.[NH:31]1[CH2:37][CH2:36][CH2:35][CH2:34][CH:33]([NH2:38])[CH2:32]1.C(N(CC)CC)C.O. Given the product [NH2:38][CH:33]1[CH2:34][CH2:35][CH2:36][CH2:37][N:31]([C:2]2[N:10]([CH2:11][C:12]3[CH:17]=[CH:16][CH:15]=[CH:14][C:13]=3[Cl:18])[C:9]3[C:8](=[O:19])[N:7]([CH2:20][C:21]4[CH:28]=[CH:27][CH:26]=[CH:25][C:22]=4[C:23]#[N:24])[C:6](=[O:29])[N:5]([CH3:30])[C:4]=3[N:3]=2)[CH2:32]1, predict the reactants needed to synthesize it.